From a dataset of Forward reaction prediction with 1.9M reactions from USPTO patents (1976-2016). Predict the product of the given reaction. (1) Given the reactants [CH:1]([C:3]1[CH:11]=[CH:10][C:6]([C:7]([OH:9])=[O:8])=[CH:5][C:4]=1[OH:12])=[O:2].C(N(C(C)C)CC)(C)C.[CH3:22][O:23][CH2:24]Cl, predict the reaction product. The product is: [CH:1]([C:3]1[CH:11]=[CH:10][C:6]([C:7]([OH:9])=[O:8])=[CH:5][C:4]=1[O:12][CH2:22][O:23][CH3:24])=[O:2]. (2) Given the reactants [Mg].Br[C:3]1[CH:8]=[CH:7][C:6]2[O:9][CH2:10][O:11][C:5]=2[CH:4]=1.[CH3:12][C:13]([C:15]1[CH:20]=[CH:19][CH:18]=[C:17]([Br:21])[CH:16]=1)=O, predict the reaction product. The product is: [Br:21][C:17]1[CH:16]=[C:15]([C:13]([C:3]2[CH:8]=[CH:7][C:6]3[O:9][CH2:10][O:11][C:5]=3[CH:4]=2)=[CH2:12])[CH:20]=[CH:19][CH:18]=1. (3) Given the reactants C[O:2][C:3](=[O:27])[CH2:4][CH2:5][NH:6][C:7](=[O:26])[C:8]1[CH:13]=[CH:12][C:11]([CH:14]([O:18][C:19]2[CH:24]=[CH:23][C:22](Br)=[CH:21][CH:20]=2)[CH2:15][CH2:16][CH3:17])=[CH:10][CH:9]=1.[C:28]([C:31]1[CH:36]=[CH:35][C:34](B(O)O)=[CH:33][CH:32]=1)(=[O:30])[CH3:29], predict the reaction product. The product is: [C:28]([C:31]1[CH:36]=[CH:35][C:34]([C:22]2[CH:23]=[CH:24][C:19]([O:18][CH:14]([C:11]3[CH:12]=[CH:13][C:8]([C:7]([NH:6][CH2:5][CH2:4][C:3]([OH:2])=[O:27])=[O:26])=[CH:9][CH:10]=3)[CH2:15][CH2:16][CH3:17])=[CH:20][CH:21]=2)=[CH:33][CH:32]=1)(=[O:30])[CH3:29]. (4) Given the reactants [CH2:1]([C:6]1[O:7][CH:8]=[CH:9][CH:10]=1)[CH2:2][CH2:3][CH2:4][CH3:5].ClC1C=CC=C(C(OO)=[O:19])C=1.C(=O)([O-])[O-].[Na+].[Na+], predict the reaction product. The product is: [O:19]=[C:6]([CH2:1][CH2:2][CH2:3][CH2:4][CH3:5])/[CH:10]=[CH:9]/[CH:8]=[O:7]. (5) Given the reactants [NH:1]1[CH:5]=[C:4]([NH:6][C:7]([C:9]2[C:17]3[C:12](=[CH:13][CH:14]=[CH:15][CH:16]=3)[N:11]([C:18]([C:31]3[CH:36]=[CH:35][CH:34]=[CH:33][CH:32]=3)([C:25]3[CH:30]=[CH:29][CH:28]=[CH:27][CH:26]=3)[C:19]3[CH:24]=[CH:23][CH:22]=[CH:21][CH:20]=3)[N:10]=2)=[O:8])[CH:3]=[N:2]1.[CH2:46](P([CH2:46][CH2:47][CH2:48][CH3:49])[CH2:46][CH2:47][CH2:48][CH3:49])[CH2:47][CH2:48][CH3:49].[Cl:50]C1C=C(C=CC=1)CO.CN(C(N=NC(N(C)C)=O)=O)C.[CH2:71]1[CH2:75]OC[CH2:72]1, predict the reaction product. The product is: [Cl:50][C:49]1[CH:48]=[CH:47][CH:46]=[CH:75][C:71]=1[CH2:72][N:1]1[CH:5]=[C:4]([NH:6][C:7]([C:9]2[C:17]3[C:12](=[CH:13][CH:14]=[CH:15][CH:16]=3)[N:11]([C:18]([C:19]3[CH:24]=[CH:23][CH:22]=[CH:21][CH:20]=3)([C:25]3[CH:26]=[CH:27][CH:28]=[CH:29][CH:30]=3)[C:31]3[CH:36]=[CH:35][CH:34]=[CH:33][CH:32]=3)[N:10]=2)=[O:8])[CH:3]=[N:2]1.